From a dataset of Forward reaction prediction with 1.9M reactions from USPTO patents (1976-2016). Predict the product of the given reaction. Given the reactants C([Li])(C)(C)C.[C:6]1([S:12]([N:15]2[C:23]3[C:18](=[CH:19][C:20]([CH:24]([C:34]4[CH:39]=[CH:38][CH:37]=[CH:36][CH:35]=4)[CH2:25][O:26][Si:27]([C:30]([CH3:33])([CH3:32])[CH3:31])([CH3:29])[CH3:28])=[CH:21][CH:22]=3)[CH:17]=[CH:16]2)(=[O:14])=[O:13])[CH:11]=[CH:10][CH:9]=[CH:8][CH:7]=1.[CH3:40][N:41](C)CCN(C)C.C1(N=C=O)C=CC=CC=1, predict the reaction product. The product is: [C:6]1([S:12]([N:15]2[C:23]3[C:18](=[CH:19][C:20]([CH:24]([C:34]4[CH:35]=[CH:36][CH:37]=[CH:38][CH:39]=4)[CH2:25][O:26][Si:27]([C:30]([CH3:33])([CH3:32])[CH3:31])([CH3:28])[CH3:29])=[CH:21][CH:22]=3)[CH:17]=[C:16]2[C:40]#[N:41])(=[O:14])=[O:13])[CH:7]=[CH:8][CH:9]=[CH:10][CH:11]=1.